Task: Predict the product of the given reaction.. Dataset: Forward reaction prediction with 1.9M reactions from USPTO patents (1976-2016) (1) Given the reactants Cl[C:2]1[N:7]=[CH:6][C:5]([S:8]([C:11]2[N:15]([C:16]3[CH:21]=[CH:20][CH:19]=[CH:18][C:17]=3[F:22])[N:14]=[C:13]([CH2:23][N:24]([CH3:32])[C:25](=[O:31])[O:26][C:27]([CH3:30])([CH3:29])[CH3:28])[CH:12]=2)(=[O:10])=[O:9])=[CH:4][CH:3]=1.CS(C)=O.[C-]#N.[Na+].[N:40]12CCN(CC1)C[CH2:41]2, predict the reaction product. The product is: [C:41]([C:2]1[N:7]=[CH:6][C:5]([S:8]([C:11]2[N:15]([C:16]3[CH:21]=[CH:20][CH:19]=[CH:18][C:17]=3[F:22])[N:14]=[C:13]([CH2:23][N:24]([CH3:32])[C:25](=[O:31])[O:26][C:27]([CH3:30])([CH3:29])[CH3:28])[CH:12]=2)(=[O:9])=[O:10])=[CH:4][CH:3]=1)#[N:40]. (2) Given the reactants [O:1]1[CH2:6][CH2:5][N:4]([C:7]2[C:8]3[N:9]([CH:13]=[C:14]([CH:16]=O)[N:15]=3)[N:10]=[CH:11][CH:12]=2)[CH2:3][CH2:2]1.[CH3:18][C:19]1[CH:28]=[CH:27][C:26]2[C:21](=[CH:22][CH:23]=[CH:24][CH:25]=2)[N:20]=1.C[Si](Br)(C)C.CO, predict the reaction product. The product is: [N:20]1[C:21]2[C:26](=[CH:25][CH:24]=[CH:23][CH:22]=2)[CH:27]=[CH:28][C:19]=1/[CH:18]=[CH:16]/[C:14]1[N:15]=[C:8]2[C:7]([N:4]3[CH2:5][CH2:6][O:1][CH2:2][CH2:3]3)=[CH:12][CH:11]=[N:10][N:9]2[CH:13]=1.